The task is: Predict the reactants needed to synthesize the given product.. This data is from Full USPTO retrosynthesis dataset with 1.9M reactions from patents (1976-2016). (1) The reactants are: [N:1]([C@H:4]1[C:13]2[C:8](=[N:9][C:10]([Cl:14])=[CH:11][CH:12]=2)[O:7][C@@H:6]([C:15]2[CH:16]=[C:17]([CH:22]=[CH:23][CH:24]=2)[C:18]([O:20][CH3:21])=[O:19])[CH2:5]1)=[N+]=[N-].C1(P(C2C=CC=CC=2)C2C=CC=CC=2)C=CC=CC=1.O.CC1CCCO1. Given the product [NH2:1][C@H:4]1[C:13]2[C:8](=[N:9][C:10]([Cl:14])=[CH:11][CH:12]=2)[O:7][C@@H:6]([C:15]2[CH:16]=[C:17]([CH:22]=[CH:23][CH:24]=2)[C:18]([O:20][CH3:21])=[O:19])[CH2:5]1, predict the reactants needed to synthesize it. (2) Given the product [F:10][C:4]1[CH:3]=[C:2]([B:11]([OH:16])[OH:12])[CH:7]=[CH:6][C:5]=1[S:8][CH3:9], predict the reactants needed to synthesize it. The reactants are: Br[C:2]1[CH:7]=[CH:6][C:5]([S:8][CH3:9])=[C:4]([F:10])[CH:3]=1.[B:11](OC(C)C)([O:16]C(C)C)[O:12]C(C)C.[OH-].[K+]. (3) Given the product [Cl:17][CH2:18][C:7]1[C:8]2[CH:14]=[CH:13][CH:12]=[CH:11][C:9]=2[S:10][C:6]=1[CH3:5], predict the reactants needed to synthesize it. The reactants are: S(Cl)(Cl)=O.[CH3:5][C:6]1[S:10][C:9]2[C:11](CO)=[CH:12][CH:13]=[CH:14][C:8]=2[CH:7]=1.[Cl:17][CH2:18]Cl. (4) Given the product [CH:1]1([C:4]#[C:5][C:6]2[CH:7]=[CH:8][C:9]([C:10]([OH:12])=[O:11])=[CH:13][CH:14]=2)[CH2:2][CH2:3]1, predict the reactants needed to synthesize it. The reactants are: [CH:1]1([C:4]#[C:5][C:6]2[CH:14]=[CH:13][C:9]([C:10]([OH:12])=[O:11])=[C:8](C)[CH:7]=2)[CH2:3][CH2:2]1.IC1C=CC(C(OC)=O)=CC=1. (5) Given the product [CH3:1][C:2]1[N:7]=[CH:6][C:5]([CH:8]([NH2:11])[CH3:9])=[CH:4][CH:3]=1, predict the reactants needed to synthesize it. The reactants are: [CH3:1][C:2]1[N:7]=[CH:6][C:5]([C:8](=O)[CH3:9])=[CH:4][CH:3]=1.[NH3:11].[BH4-].[Na+].